Dataset: Reaction yield outcomes from USPTO patents with 853,638 reactions. Task: Predict the reaction yield, written as a fraction of the theoretical maximum amount of product (1.0 means a 100% yield; for example, 0.34 means a 34% yield). (1) The reactants are Cl[C:2]1[N:7]=[C:6]([C:8]2[C:16]3[C:11](=[CH:12][CH:13]=[CH:14][CH:15]=3)[N:10]([S:17]([C:20]3[CH:25]=[CH:24][CH:23]=[CH:22][CH:21]=3)(=[O:19])=[O:18])[CH:9]=2)[C:5]([Cl:26])=[CH:4][N:3]=1.[NH2:27][CH:28]1[CH2:42][C:30]2([CH2:33][CH:32]([NH:34]C(=O)OC(C)(C)C)[CH2:31]2)[CH2:29]1. The catalyst is COCCOC.C(Cl)Cl. The product is [Cl:26][C:5]1[C:6]([C:8]2[C:16]3[C:11](=[CH:12][CH:13]=[CH:14][CH:15]=3)[N:10]([S:17]([C:20]3[CH:25]=[CH:24][CH:23]=[CH:22][CH:21]=3)(=[O:19])=[O:18])[CH:9]=2)=[N:7][C:2]([NH:27][CH:28]2[CH2:42][C:30]3([CH2:33][CH:32]([NH2:34])[CH2:31]3)[CH2:29]2)=[N:3][CH:4]=1. The yield is 0.350. (2) The reactants are C[Si]([C:5]#[N:6])(C)C.[Br:7][C:8]1[CH:28]=[CH:27][C:11]([CH2:12][O:13][C:14]2[CH:19]=[CH:18][C:17]([O:20][C:21]([F:24])([F:23])[F:22])=[CH:16][C:15]=2[CH2:25]Br)=[CH:10][CH:9]=1. The catalyst is C1COCC1.C(#N)C. The product is [Br:7][C:8]1[CH:9]=[CH:10][C:11]([CH2:12][O:13][C:14]2[CH:19]=[CH:18][C:17]([O:20][C:21]([F:22])([F:23])[F:24])=[CH:16][C:15]=2[CH2:25][C:5]#[N:6])=[CH:27][CH:28]=1. The yield is 0.990. (3) The reactants are CCN(C(C)C)C(C)C.Cl.[N:11]1[CH:16]=[CH:15][CH:14]=[CH:13][C:12]=1[C:17]1[NH:21][N:20]=[C:19]([C:22]([OH:24])=O)[CH:18]=1.C1(C2NN=C(C(O)=O)C=2)C=CC=CC=1.C(C1C=CC=CN=1)(=O)C.C1C=CC2N(O)N=NC=2C=1.CCN=C=NCCCN(C)C.Cl.Cl.[NH2:71][CH2:72][C:73]([N:75]1[CH2:80][CH2:79][CH:78]([O:81][C:82]2[CH:87]=[CH:86][CH:85]=[CH:84][C:83]=2[Cl:88])[CH2:77][CH2:76]1)=[O:74]. The catalyst is CN(C=O)C.O. The product is [Cl:88][C:83]1[CH:84]=[CH:85][CH:86]=[CH:87][C:82]=1[O:81][CH:78]1[CH2:77][CH2:76][N:75]([C:73](=[O:74])[CH2:72][NH:71][C:22]([C:19]2[CH:18]=[C:17]([C:12]3[CH:13]=[CH:14][CH:15]=[CH:16][N:11]=3)[NH:21][N:20]=2)=[O:24])[CH2:80][CH2:79]1. The yield is 0.743. (4) The reactants are [OH:1][C:2]1[CH:9]=[CH:8][C:5]([CH:6]=[O:7])=[CH:4][CH:3]=1.C([CH:12](CC)[C:13]([OH:15])=[O:14])C.Br[CH2:19][CH:20]=O.C(=O)([O-])[O-].[K+].[K+].[C:28]1(C)C=CC=C[CH:29]=1. The catalyst is [Br-].C([N+](CCCC)(CCCC)CCCC)CCC.O. The product is [CH2:28]([O:15][CH:13]([O:14][CH2:19][CH3:20])[CH2:12][O:1][C:2]1[CH:9]=[CH:8][C:5]([CH:6]=[O:7])=[CH:4][CH:3]=1)[CH3:29]. The yield is 0.790. (5) The reactants are [I:1]I.[Si:3]([O:10][CH2:11][CH:12]([CH2:15][O:16][C:17]1[CH:22]=[CH:21][C:20]([O:23][C:24]([F:27])([F:26])[F:25])=[CH:19][CH:18]=1)[CH2:13]O)([C:6]([CH3:9])([CH3:8])[CH3:7])([CH3:5])[CH3:4].N1C=CN=C1.C1(P(C2C=CC=CC=2)C2C=CC=CC=2)C=CC=CC=1. The catalyst is C(Cl)Cl. The product is [C:6]([Si:3]([O:10][CH2:11][CH:12]([CH2:15][O:16][C:17]1[CH:22]=[CH:21][C:20]([O:23][C:24]([F:27])([F:26])[F:25])=[CH:19][CH:18]=1)[CH2:13][I:1])([CH3:5])[CH3:4])([CH3:9])([CH3:8])[CH3:7]. The yield is 0.920.